From a dataset of Forward reaction prediction with 1.9M reactions from USPTO patents (1976-2016). Predict the product of the given reaction. Given the reactants [O-]Cl.[Na+].C([O-])(O)=O.[Na+].[CH3:9][C@@H:10]([C@@H:13]([O:15][CH:16]1[CH2:21][CH2:20][CH2:19][CH2:18][O:17]1)[CH3:14])[CH2:11][OH:12].CC1(C)N([O])C(C)(C)CCC1.[Br-].[Na+], predict the reaction product. The product is: [CH3:9][C@@H:10]([C@@H:13]([O:15][CH:16]1[CH2:21][CH2:20][CH2:19][CH2:18][O:17]1)[CH3:14])[CH:11]=[O:12].